This data is from Forward reaction prediction with 1.9M reactions from USPTO patents (1976-2016). The task is: Predict the product of the given reaction. (1) Given the reactants Br[C:2]1[CH:3]=[CH:4][C:5]([C@@H:8]([NH:10][C:11]([C:13]2[CH:14]=[C:15]3[C:19](=[CH:20][CH:21]=2)[N:18]([CH2:22][C:23]2[CH:28]=[CH:27][C:26]([C:29]4[C:30]([C:35]([O:37][C:38]([CH3:41])([CH3:40])[CH3:39])=[O:36])=[CH:31][CH:32]=[CH:33][CH:34]=4)=[CH:25][CH:24]=2)[C:17]([CH3:42])=[C:16]3[CH3:43])=[O:12])[CH3:9])=[N:6][CH:7]=1.[CH:44]1(B(O)O)[CH2:46][CH2:45]1.P(C1CCCCC1)(C1CCCCC1)C1CCCCC1.[O-]P([O-])([O-])=O.[K+].[K+].[K+], predict the reaction product. The product is: [CH:44]1([C:2]2[CH:3]=[CH:4][C:5]([C@@H:8]([NH:10][C:11]([C:13]3[CH:14]=[C:15]4[C:19](=[CH:20][CH:21]=3)[N:18]([CH2:22][C:23]3[CH:28]=[CH:27][C:26]([C:29]5[C:30]([C:35]([O:37][C:38]([CH3:39])([CH3:40])[CH3:41])=[O:36])=[CH:31][CH:32]=[CH:33][CH:34]=5)=[CH:25][CH:24]=3)[C:17]([CH3:42])=[C:16]4[CH3:43])=[O:12])[CH3:9])=[N:6][CH:7]=2)[CH2:46][CH2:45]1. (2) Given the reactants [BH4-].[Na+].[OH:3][C@:4]([C:17]1[CH:22]=[CH:21][CH:20]=[CH:19][CH:18]=1)([CH2:8][C:9]([CH3:16])([O:11][Si](C)(C)C)[CH3:10])[CH2:5][CH:6]=O.[NH2:23][C@H:24]([C:26]1[CH:31]=[CH:30][C:29]([C:32]2[CH:37]=[CH:36][N:35]([CH3:38])[C:34](=[O:39])[CH:33]=2)=[CH:28][CH:27]=1)[CH3:25].C([O-])([O-])=O.[K+].[K+].Cl[C:47]([O:49][C:50]1[CH:55]=[CH:54][CH:53]=[CH:52][CH:51]=1)=[O:48], predict the reaction product. The product is: [OH:3][C@:4]([C:17]1[CH:22]=[CH:21][CH:20]=[CH:19][CH:18]=1)([CH2:8][C:9]([OH:11])([CH3:16])[CH3:10])[CH2:5][CH2:6][N:23]([C@H:24]([C:26]1[CH:27]=[CH:28][C:29]([C:32]2[CH:37]=[CH:36][N:35]([CH3:38])[C:34](=[O:39])[CH:33]=2)=[CH:30][CH:31]=1)[CH3:25])[C:47](=[O:48])[O:49][C:50]1[CH:55]=[CH:54][CH:53]=[CH:52][CH:51]=1.